This data is from Forward reaction prediction with 1.9M reactions from USPTO patents (1976-2016). The task is: Predict the product of the given reaction. (1) Given the reactants FC(F)(F)C(O)=O.[CH:8]1([C@H:14]([NH:22][C:23]([C:25]2[CH:30]=[CH:29][C:28]([C:31]3[CH:36]=[CH:35][C:34]([F:37])=[C:33]([F:38])[CH:32]=3)=[CH:27][C:26]=2[NH:39][C:40]([NH:42][C:43]2[C:48]([Cl:49])=[CH:47][C:46]([O:50][C:51]([F:54])([F:53])[F:52])=[CH:45][C:44]=2[Cl:55])=[O:41])=[O:24])[C:15]([O:17]C(C)(C)C)=[O:16])[CH2:13][CH2:12][CH2:11][CH2:10][CH2:9]1, predict the reaction product. The product is: [CH:8]1([C@H:14]([NH:22][C:23]([C:25]2[CH:30]=[CH:29][C:28]([C:31]3[CH:36]=[CH:35][C:34]([F:37])=[C:33]([F:38])[CH:32]=3)=[CH:27][C:26]=2[NH:39][C:40]([NH:42][C:43]2[C:44]([Cl:55])=[CH:45][C:46]([O:50][C:51]([F:52])([F:54])[F:53])=[CH:47][C:48]=2[Cl:49])=[O:41])=[O:24])[C:15]([OH:17])=[O:16])[CH2:13][CH2:12][CH2:11][CH2:10][CH2:9]1. (2) Given the reactants [CH2:1]([O:3][CH2:4][C:5]1[N:6]([NH2:18])[C:7]2[C:16]3[CH:15]=[CH:14][CH:13]=[CH:12][C:11]=3[N:10]=[CH:9][C:8]=2[N:17]=1)[CH3:2].[C:19](O)(=O)[CH3:20].[C:23](O[BH-](OC(=O)C)OC(=O)C)(=O)C.[Na+].[BH4-].[Na+], predict the reaction product. The product is: [CH2:1]([O:3][CH2:4][C:5]1[N:6]([NH:18][CH:19]([CH3:20])[CH3:23])[C:7]2[C:16]3[CH:15]=[CH:14][CH:13]=[CH:12][C:11]=3[N:10]=[CH:9][C:8]=2[N:17]=1)[CH3:2]. (3) Given the reactants Br[C:2]1[CH:3]=[N:4][C:5]2[C:10]([CH:11]=1)=[N:9][CH:8]=[CH:7][CH:6]=2.[NH4+:12].[OH-], predict the reaction product. The product is: [N:4]1[C:5]2[C:10](=[N:9][CH:8]=[CH:7][CH:6]=2)[CH:11]=[C:2]([NH2:12])[CH:3]=1. (4) Given the reactants Br[C:2]1[CH:3]=[C:4]([C:8]2[CH:13]=[C:12]([C:14]3[CH:19]=[CH:18][C:17]([C:20]([F:23])([F:22])[F:21])=[CH:16][CH:15]=3)[CH:11]=[C:10]([CH2:24][CH3:25])[N:9]=2)[CH:5]=[CH:6][CH:7]=1.[C:26]([NH:30][S:31]([C:34]1[CH:35]=[C:36](B(O)O)[CH:37]=[CH:38][CH:39]=1)(=[O:33])=[O:32])([CH3:29])([CH3:28])[CH3:27], predict the reaction product. The product is: [C:26]([NH:30][S:31]([C:34]1[CH:35]=[C:36]([C:6]2[CH:7]=[CH:2][CH:3]=[C:4]([C:8]3[CH:13]=[C:12]([C:14]4[CH:19]=[CH:18][C:17]([C:20]([F:22])([F:23])[F:21])=[CH:16][CH:15]=4)[CH:11]=[C:10]([CH2:24][CH3:25])[N:9]=3)[CH:5]=2)[CH:37]=[CH:38][CH:39]=1)(=[O:33])=[O:32])([CH3:29])([CH3:28])[CH3:27].